This data is from Reaction yield outcomes from USPTO patents with 853,638 reactions. The task is: Predict the reaction yield, written as a fraction of the theoretical maximum amount of product (1.0 means a 100% yield; for example, 0.34 means a 34% yield). (1) The reactants are [N:1]1([C:7]([O:9][C:10]([CH3:13])([CH3:12])[CH3:11])=[O:8])[CH2:6][CH2:5][NH:4][CH2:3][CH2:2]1.C(=O)([O-])[O-].[K+].[K+].[CH:20]1([C:23](Cl)=[O:24])[CH2:22][CH2:21]1. The catalyst is ClCCl. The product is [CH:20]1([C:23]([N:4]2[CH2:5][CH2:6][N:1]([C:7]([O:9][C:10]([CH3:13])([CH3:12])[CH3:11])=[O:8])[CH2:2][CH2:3]2)=[O:24])[CH2:22][CH2:21]1. The yield is 0.730. (2) The reactants are [N:1]1([C:7]2[CH:8]=[CH:9][C:10]([NH2:13])=[N:11][CH:12]=2)[CH2:6][CH2:5][O:4][CH2:3][CH2:2]1.[CH3:14][N:15]([CH3:33])[C:16]([C:18]1[N:27]([CH:28]2[CH2:32][CH2:31][CH2:30][CH2:29]2)[C:21]2[N:22]=[C:23](Cl)[N:24]=[CH:25][C:20]=2[CH:19]=1)=[O:17].C(=O)([O-])[O-].[Cs+].[Cs+].CCCCCCC. The catalyst is O1CCOCC1.C([O-])(=O)C.[Pd+2].C([O-])(=O)C.C1C=CC(P(C2C(C3C(P(C4C=CC=CC=4)C4C=CC=CC=4)=CC=C4C=3C=CC=C4)=C3C(C=CC=C3)=CC=2)C2C=CC=CC=2)=CC=1. The product is [CH3:14][N:15]([CH3:33])[C:16]([C:18]1[N:27]([CH:28]2[CH2:32][CH2:31][CH2:30][CH2:29]2)[C:21]2[N:22]=[C:23]([NH:13][C:10]3[CH:9]=[CH:8][C:7]([N:1]4[CH2:6][CH2:5][O:4][CH2:3][CH2:2]4)=[CH:12][N:11]=3)[N:24]=[CH:25][C:20]=2[CH:19]=1)=[O:17]. The yield is 0.880. (3) The yield is 0.610. The catalyst is C(Cl)Cl. The reactants are C1(P(C2C=CC=CC=2)C2C=CC=CC=2)C=CC=CC=1.[Br:20][C:21]([Br:24])(Br)Br.C(N(CC)CC)C.[C:32]([O:36][C:37](=[O:49])[N:38]([CH2:40][C@H:41]1[CH2:46][CH2:45][C@H:44]([CH:47]=O)[CH2:43][CH2:42]1)[CH3:39])([CH3:35])([CH3:34])[CH3:33]. The product is [C:32]([O:36][C:37](=[O:49])[N:38]([CH2:40][C@H:41]1[CH2:42][CH2:43][C@H:44]([CH:47]=[C:21]([Br:24])[Br:20])[CH2:45][CH2:46]1)[CH3:39])([CH3:35])([CH3:33])[CH3:34]. (4) The reactants are [CH2:1]([O:3][C:4]([C:6]1[C:7]([CH3:23])=[C:8]([C:16]([O:18][C:19]([CH3:22])([CH3:21])[CH3:20])=[O:17])[NH:9][C:10]=1[CH2:11][CH2:12][CH2:13][CH2:14]Br)=[O:5])[CH3:2].[CH2:24]([N:26](CC)[CH2:27][CH2:28]N)[CH3:25]. The catalyst is ClCCl. The product is [CH2:1]([O:3][C:4]([C:6]1[C:7]([CH3:23])=[C:8]([C:16]([O:18][C:19]([CH3:22])([CH3:21])[CH3:20])=[O:17])[NH:9][C:10]=1[CH2:11][CH2:12][CH2:13][CH2:14][N:26]([CH2:27][CH3:28])[CH2:24][CH3:25])=[O:5])[CH3:2]. The yield is 0.780. (5) The reactants are Br[C:2]1[CH:7]=[CH:6][CH:5]=[CH:4][C:3]=1[CH:8]([CH3:10])[CH3:9].C([Li])CCC.[CH2:16]=[O:17]. The catalyst is C1COCC1. The product is [CH:8]([C:3]1[CH:4]=[CH:5][CH:6]=[CH:7][C:2]=1[CH2:16][OH:17])([CH3:10])[CH3:9]. The yield is 0.590. (6) The reactants are C([N:8]1[CH2:14][C:13]2[N:15]=[C:16]([Br:24])[C:17]([N:19]([CH3:23])[CH:20]([CH3:22])[CH3:21])=[N:18][C:12]=2[O:11][CH2:10][CH2:9]1)C1C=CC=CC=1.[Cl:25]C(OC(Cl)C)=O. The catalyst is C1(C)C=CC=CC=1. The product is [ClH:25].[Br:24][C:16]1[C:17]([N:19]([CH3:23])[CH:20]([CH3:21])[CH3:22])=[N:18][C:12]2[O:11][CH2:10][CH2:9][NH:8][CH2:14][C:13]=2[N:15]=1. The yield is 0.560. (7) The reactants are [NH2:1][C:2]1[CH:30]=[CH:29][C:5]2[NH:6][C:7]([C:12]3[C:13](=[O:28])[N:14]([CH2:23][CH2:24][CH:25]([CH3:27])[CH3:26])[C:15]4[C:20]([C:21]=3[OH:22])=[CH:19][CH:18]=[CH:17][N:16]=4)=[N:8][S:9](=[O:11])(=[O:10])[C:4]=2[CH:3]=1.[F:31][C:32]([F:39])([F:38])[CH2:33][S:34](Cl)(=[O:36])=[O:35]. The catalyst is N1C=CC=CC=1. The product is [F:31][C:32]([F:39])([F:38])[CH2:33][S:34]([NH:1][C:2]1[CH:30]=[CH:29][C:5]2[NH:6][C:7]([C:12]3[C:13](=[O:28])[N:14]([CH2:23][CH2:24][CH:25]([CH3:27])[CH3:26])[C:15]4[C:20]([C:21]=3[OH:22])=[CH:19][CH:18]=[CH:17][N:16]=4)=[N:8][S:9](=[O:11])(=[O:10])[C:4]=2[CH:3]=1)(=[O:36])=[O:35]. The yield is 0.170.